Dataset: Full USPTO retrosynthesis dataset with 1.9M reactions from patents (1976-2016). Task: Predict the reactants needed to synthesize the given product. (1) Given the product [C:20]([NH:19][CH2:18][CH:16]1[O:15][C:14](=[O:23])[N:13]([C:10]2[CH:11]=[CH:12][C:7]([O:6][CH2:5][CH:3]3[CH2:4][N:1]([C:26]4[N:35]=[C:34]5[C:29]([C:30](=[O:42])[C:31]([C:39]([OH:41])=[O:40])=[CH:32][N:33]5[CH:36]5[CH2:38][CH2:37]5)=[CH:28][C:27]=4[F:43])[CH2:2]3)=[C:8]([F:24])[CH:9]=2)[CH2:17]1)(=[O:22])[CH3:21], predict the reactants needed to synthesize it. The reactants are: [NH:1]1[CH2:4][CH:3]([CH2:5][O:6][C:7]2[CH:12]=[CH:11][C:10]([N:13]3[CH2:17][C@H:16]([CH2:18][NH:19][C:20](=[O:22])[CH3:21])[O:15][C:14]3=[O:23])=[CH:9][C:8]=2[F:24])[CH2:2]1.Cl[C:26]1[N:35]=[C:34]2[C:29]([C:30](=[O:42])[C:31]([C:39]([OH:41])=[O:40])=[CH:32][N:33]2[CH:36]2[CH2:38][CH2:37]2)=[CH:28][C:27]=1[F:43].C[Si](C)(C)Cl.C(N(CC)CC)C. (2) Given the product [Cl:6][C:7]1[CH:22]=[C:21]([Cl:23])[C:20]([OH:24])=[CH:19][C:8]=1[O:9][C:10]1[N:14]([CH3:15])[N:13]=[C:12]([CH3:16])[C:11]=1[C:17](=[O:2])[CH3:18], predict the reactants needed to synthesize it. The reactants are: S(=O)(=O)(O)[OH:2].[Cl:6][C:7]1[CH:22]=[C:21]([Cl:23])[C:20]([O:24]CC2C=CC(OC)=CC=2)=[CH:19][C:8]=1[O:9][C:10]1[N:14]([CH3:15])[N:13]=[C:12]([CH3:16])[C:11]=1[C:17]#[CH:18]. (3) Given the product [CH3:1][O:2][C:3]([C:4]1[CH:9]=[CH:8][C:7]2[N:10]([CH:11]([CH2:14][CH3:15])[CH2:12][CH3:13])[C:17]([CH2:18][C:19]3[O:20][CH:21]=[CH:22][CH:23]=3)=[N:16][C:6]=2[CH:5]=1)=[O:25], predict the reactants needed to synthesize it. The reactants are: [CH3:1][O:2][C:3](=[O:25])[C:4]1[CH:9]=[CH:8][C:7]([NH:10][CH:11]([CH2:14][CH3:15])[CH2:12][CH3:13])=[C:6]([NH:16][C:17](=O)[CH2:18][C:19]2[O:20][CH:21]=[CH:22][CH:23]=2)[CH:5]=1.Cl. (4) Given the product [C:28]1([C:19]2[CH:20]=[CH:21][CH:22]=[CH:23][CH:24]=2)[CH:29]=[CH:30][C:31]([C:6]([N:8]2[CH2:12][C:11](=[N:13][O:14][CH3:15])[CH2:10][C@@H:9]2[C:16]([NH:34][CH2:35][CH:36]([OH:37])[C:38]2[CH:43]=[CH:42][CH:41]=[CH:40][CH:39]=2)=[O:18])=[O:7])=[CH:32][CH:33]=1, predict the reactants needed to synthesize it. The reactants are: C(O[C:6]([N:8]1[CH2:12][C:11](=[N:13][O:14][CH3:15])[CH2:10][C@@H:9]1[C:16]([OH:18])=O)=[O:7])(C)(C)C.[C:19]1([C:28]2[CH:33]=[CH:32][CH:31]=[CH:30][CH:29]=2)[CH:24]=[CH:23][C:22](C(Cl)=O)=[CH:21][CH:20]=1.[NH2:34][CH2:35][CH:36]([C:38]1[CH:43]=[CH:42][CH:41]=[CH:40][CH:39]=1)[OH:37]. (5) Given the product [CH:8]1[C:7]([C@H:6]2[C@H:5]([CH2:14][O:15][C:16]3[CH:21]=[CH:20][C:19]4[O:22][CH2:23][O:24][C:18]=4[CH:17]=3)[CH2:4][NH:3][CH2:2][CH2:1]2)=[CH:12][CH:11]=[C:10]([F:13])[CH:9]=1.[ClH:25], predict the reactants needed to synthesize it. The reactants are: [CH2:1]1[C@@H:6]([C:7]2[CH:12]=[CH:11][C:10]([F:13])=[CH:9][CH:8]=2)[C@H:5]([CH2:14][O:15][C:16]2[CH:21]=[CH:20][C:19]3[O:22][CH2:23][O:24][C:18]=3[CH:17]=2)[CH2:4][NH:3][CH2:2]1.[ClH:25]. (6) The reactants are: [OH:1][C:2]1[CH:3]=[C:4]2[C:8](=[CH:9][CH:10]=1)[C:7](=[O:11])[CH:6]=[CH:5]2.[Cl-].[Al+3].[Cl-].[Cl-].O.Cl[CH3:18]. Given the product [OH:1][C:2]1[C:3]([CH3:18])=[C:4]2[C:8](=[CH:9][CH:10]=1)[C:7](=[O:11])[CH:6]=[CH:5]2, predict the reactants needed to synthesize it. (7) Given the product [O:11]=[C:8]1[NH:7][C:6]([C@@H:12]2[CH2:17][CH2:16][CH2:15][CH2:14][N:13]2[C:18]([O:20][C:21]([CH3:24])([CH3:23])[CH3:22])=[O:19])=[N:5][C:4]2[CH:3]=[C:2]([C:31]3[C:27]([C:26]([F:54])([F:55])[F:25])=[N:28][N:29]([C:35]([C:42]4[CH:43]=[CH:44][CH:45]=[CH:46][CH:47]=4)([C:48]4[CH:53]=[CH:52][CH:51]=[CH:50][CH:49]=4)[C:36]4[CH:37]=[CH:38][CH:39]=[CH:40][CH:41]=4)[CH:30]=3)[S:10][C:9]1=2, predict the reactants needed to synthesize it. The reactants are: Br[C:2]1[S:10][C:9]2[C:8](=[O:11])[NH:7][C:6]([C@@H:12]3[CH2:17][CH2:16][CH2:15][CH2:14][N:13]3[C:18]([O:20][C:21]([CH3:24])([CH3:23])[CH3:22])=[O:19])=[N:5][C:4]=2[CH:3]=1.[F:25][C:26]([F:55])([F:54])[C:27]1[C:31](B(O)O)=[CH:30][N:29]([C:35]([C:48]2[CH:53]=[CH:52][CH:51]=[CH:50][CH:49]=2)([C:42]2[CH:47]=[CH:46][CH:45]=[CH:44][CH:43]=2)[C:36]2[CH:41]=[CH:40][CH:39]=[CH:38][CH:37]=2)[N:28]=1.C(=O)([O-])[O-].[Na+].[Na+].C(O)C.